Dataset: Forward reaction prediction with 1.9M reactions from USPTO patents (1976-2016). Task: Predict the product of the given reaction. (1) Given the reactants [C:1]([C:3]1[C:11]2[C:6](=[CH:7][CH:8]=[C:9]([C:12]([O:14]C)=[O:13])[CH:10]=2)[NH:5][N:4]=1)#[N:2].[OH-].[Li+], predict the reaction product. The product is: [C:1]([C:3]1[C:11]2[C:6](=[CH:7][CH:8]=[C:9]([C:12]([OH:14])=[O:13])[CH:10]=2)[NH:5][N:4]=1)#[N:2]. (2) The product is: [C:12]([N:15]1[CH2:20][CH2:19][N:18]([C:2]2[CH:3]=[CH:4][C:5]([N+:9]([O-:11])=[O:10])=[C:6]([NH2:8])[CH:7]=2)[CH2:17][CH2:16]1)(=[O:14])[CH3:13]. Given the reactants Cl[C:2]1[CH:3]=[CH:4][C:5]([N+:9]([O-:11])=[O:10])=[C:6]([NH2:8])[CH:7]=1.[C:12]([N:15]1[CH2:20][CH2:19][NH:18][CH2:17][CH2:16]1)(=[O:14])[CH3:13].C([O-])([O-])=O.[K+].[K+], predict the reaction product. (3) Given the reactants [I-].[CH2:2]([N+:6]1[C:10]([CH3:11])=[C:9]([CH3:12])[S:8][C:7]=1[CH3:13])[CH2:3][CH2:4][CH3:5].[C:14]([O:18][C:19](O[C:19]([O:18][C:14]([CH3:17])([CH3:16])[CH3:15])=[O:20])=[O:20])([CH3:17])([CH3:16])[CH3:15], predict the reaction product. The product is: [CH2:2]([N:6]1[C:10]([CH3:11])=[C:9]([CH3:12])[S:8]/[C:7]/1=[CH:13]\[C:19]([O:18][C:14]([CH3:17])([CH3:16])[CH3:15])=[O:20])[CH2:3][CH2:4][CH3:5]. (4) Given the reactants FC1C=CC(F)=CC=1C=O.[C:11]([O:15][C:16](=[O:39])[NH:17][C@H:18]1[C@H:22]([C:23]2[CH:28]=[C:27]([F:29])[C:26](F)=[CH:25][C:24]=2[F:31])[CH2:21][N:20]([CH2:32][C:33]2[CH:38]=[CH:37][CH:36]=[CH:35][CH:34]=2)[CH2:19]1)([CH3:14])([CH3:13])[CH3:12], predict the reaction product. The product is: [C:11]([O:15][C:16](=[O:39])[NH:17][C@H:18]1[C@H:22]([C:23]2[CH:28]=[C:27]([F:29])[CH:26]=[CH:25][C:24]=2[F:31])[CH2:21][N:20]([CH2:32][C:33]2[CH:38]=[CH:37][CH:36]=[CH:35][CH:34]=2)[CH2:19]1)([CH3:14])([CH3:12])[CH3:13]. (5) Given the reactants [Li+].C[CH:3]([N-:5]C(C)C)C.CCCCCCC.C1COCC1.[CH2:21]([O:28][C:29]([N:31]1[CH2:36][CH2:35][N:34]([C:37]([O:39][C:40]([CH3:43])([CH3:42])[CH3:41])=[O:38])[CH2:33][CH:32]1[C:44](O)=O)=[O:30])[C:22]1[CH:27]=[CH:26][CH:25]=[CH:24][CH:23]=1.CI, predict the reaction product. The product is: [C:3]([C:32]1([CH3:44])[CH2:33][N:34]([C:37]([O:39][C:40]([CH3:43])([CH3:41])[CH3:42])=[O:38])[CH2:35][CH2:36][N:31]1[C:29]([O:28][CH2:21][C:22]1[CH:23]=[CH:24][CH:25]=[CH:26][CH:27]=1)=[O:30])#[N:5]. (6) Given the reactants [CH3:1][C:2]([CH3:34])([CH3:33])[C:3]#[C:4][C:5]1[S:9][C:8]([C:10]([O:12]C)=[O:11])=[C:7]([N:14]([C:24]([C@H:26]2[CH2:31][CH2:30][C@H:29]([CH3:32])[CH2:28][CH2:27]2)=[O:25])[CH2:15][C:16](=[O:23])[N:17]2[CH2:22][CH2:21][S:20][CH2:19][CH2:18]2)[CH:6]=1.O[Li].O.Cl, predict the reaction product. The product is: [CH3:1][C:2]([CH3:33])([CH3:34])[C:3]#[C:4][C:5]1[S:9][C:8]([C:10]([OH:12])=[O:11])=[C:7]([N:14]([C:24]([C@H:26]2[CH2:27][CH2:28][C@H:29]([CH3:32])[CH2:30][CH2:31]2)=[O:25])[CH2:15][C:16](=[O:23])[N:17]2[CH2:18][CH2:19][S:20][CH2:21][CH2:22]2)[CH:6]=1.